This data is from Full USPTO retrosynthesis dataset with 1.9M reactions from patents (1976-2016). The task is: Predict the reactants needed to synthesize the given product. (1) Given the product [Cl:17][C:18]1[CH:19]=[CH:20][C:21]([F:25])=[C:22]([NH:23][C:2]2[CH:11]=[CH:10][N:9]=[C:8]3[C:3]=2[C:4]2[CH:16]=[CH:15][CH:14]=[CH:13][C:5]=2[C:6](=[O:12])[NH:7]3)[CH:24]=1, predict the reactants needed to synthesize it. The reactants are: Cl[C:2]1[CH:11]=[CH:10][N:9]=[C:8]2[C:3]=1[C:4]1[CH:16]=[CH:15][CH:14]=[CH:13][C:5]=1[C:6](=[O:12])[NH:7]2.[Cl:17][C:18]1[CH:19]=[CH:20][C:21]([F:25])=[C:22]([CH:24]=1)[NH2:23]. (2) Given the product [CH3:1][O:2][C:3]1[CH:4]=[CH:5][C:6]([N:9]2[CH2:10][CH2:11][N:12]([C:15]3[S:16][C:17]([CH2:26][CH2:27][C:28]([O:30][CH3:31])=[O:29])=[C:18]([C:20]4[CH:25]=[CH:24][CH:23]=[CH:22][CH:21]=4)[N:19]=3)[CH2:13][CH2:14]2)=[CH:7][CH:8]=1, predict the reactants needed to synthesize it. The reactants are: [CH3:1][O:2][C:3]1[CH:8]=[CH:7][C:6]([N:9]2[CH2:14][CH2:13][N:12]([C:15]3[S:16][C:17](/[CH:26]=[CH:27]/[C:28]([O:30][CH3:31])=[O:29])=[C:18]([C:20]4[CH:25]=[CH:24][CH:23]=[CH:22][CH:21]=4)[N:19]=3)[CH2:11][CH2:10]2)=[CH:5][CH:4]=1.